Task: Regression. Given two drug SMILES strings and cell line genomic features, predict the synergy score measuring deviation from expected non-interaction effect.. Dataset: NCI-60 drug combinations with 297,098 pairs across 59 cell lines (1) Cell line: EKVX. Drug 2: C1=NC2=C(N1)C(=S)N=C(N2)N. Synergy scores: CSS=42.0, Synergy_ZIP=-12.5, Synergy_Bliss=-4.52, Synergy_Loewe=-0.812, Synergy_HSA=0.967. Drug 1: CN1CCC(CC1)COC2=C(C=C3C(=C2)N=CN=C3NC4=C(C=C(C=C4)Br)F)OC. (2) Drug 1: C1C(C(OC1N2C=C(C(=O)NC2=O)F)CO)O. Drug 2: CC1=C2C(C(=O)C3(C(CC4C(C3C(C(C2(C)C)(CC1OC(=O)C(C(C5=CC=CC=C5)NC(=O)OC(C)(C)C)O)O)OC(=O)C6=CC=CC=C6)(CO4)OC(=O)C)O)C)O. Cell line: HT29. Synergy scores: CSS=37.1, Synergy_ZIP=8.76, Synergy_Bliss=7.94, Synergy_Loewe=-2.67, Synergy_HSA=8.64. (3) Drug 1: CCCS(=O)(=O)NC1=C(C(=C(C=C1)F)C(=O)C2=CNC3=C2C=C(C=N3)C4=CC=C(C=C4)Cl)F. Drug 2: CC1=C(C=C(C=C1)NC2=NC=CC(=N2)N(C)C3=CC4=NN(C(=C4C=C3)C)C)S(=O)(=O)N.Cl. Cell line: EKVX. Synergy scores: CSS=5.94, Synergy_ZIP=3.49, Synergy_Bliss=12.0, Synergy_Loewe=10.8, Synergy_HSA=9.45. (4) Drug 1: C1C(C(OC1N2C=C(C(=O)NC2=O)F)CO)O. Drug 2: C(CN)CNCCSP(=O)(O)O. Cell line: HCT116. Synergy scores: CSS=30.8, Synergy_ZIP=9.01, Synergy_Bliss=10.9, Synergy_Loewe=-21.9, Synergy_HSA=9.38. (5) Drug 1: C1CCC(C1)C(CC#N)N2C=C(C=N2)C3=C4C=CNC4=NC=N3. Drug 2: CCC1(C2=C(COC1=O)C(=O)N3CC4=CC5=C(C=CC(=C5CN(C)C)O)N=C4C3=C2)O.Cl. Cell line: OVCAR-4. Synergy scores: CSS=-5.14, Synergy_ZIP=-0.0510, Synergy_Bliss=-4.87, Synergy_Loewe=-7.22, Synergy_HSA=-5.71. (6) Drug 1: C1=NC2=C(N=C(N=C2N1C3C(C(C(O3)CO)O)F)Cl)N. Drug 2: CCCCC(=O)OCC(=O)C1(CC(C2=C(C1)C(=C3C(=C2O)C(=O)C4=C(C3=O)C=CC=C4OC)O)OC5CC(C(C(O5)C)O)NC(=O)C(F)(F)F)O. Cell line: 786-0. Synergy scores: CSS=30.3, Synergy_ZIP=-4.09, Synergy_Bliss=-3.03, Synergy_Loewe=-14.8, Synergy_HSA=-3.41. (7) Drug 1: CC=C1C(=O)NC(C(=O)OC2CC(=O)NC(C(=O)NC(CSSCCC=C2)C(=O)N1)C(C)C)C(C)C. Drug 2: C1CN1C2=NC(=NC(=N2)N3CC3)N4CC4. Cell line: CAKI-1. Synergy scores: CSS=87.9, Synergy_ZIP=-0.224, Synergy_Bliss=-1.34, Synergy_Loewe=4.80, Synergy_HSA=5.92.